From a dataset of Forward reaction prediction with 1.9M reactions from USPTO patents (1976-2016). Predict the product of the given reaction. (1) Given the reactants [F:1][C:2]([F:49])([F:48])[C:3]1[CH:4]=[C:5]([C@@H:13]2[C:17]3([CH2:19][CH2:18]3)[N:16]([CH2:20][C:21]3[C:26]([C:27]4[CH:28]=[C:29]([C@H:35]5[CH2:38][C@H:37]([C:39](OC)=[O:40])[CH2:36]5)[CH:30]=[CH:31][C:32]=4[O:33][CH3:34])=[CH:25][CH:24]=[C:23]([C:43]([F:46])([F:45])[F:44])[N:22]=3)[C:15](=[O:47])[O:14]2)[CH:6]=[C:7]([C:9]([F:12])([F:11])[F:10])[CH:8]=1.CCC(C)[BH-](C(C)CC)C(C)CC.[Li+].C(O)(C(F)(F)F)=O.C(=O)(O)[O-].[Na+], predict the reaction product. The product is: [F:49][C:2]([F:1])([F:48])[C:3]1[CH:4]=[C:5]([C@@H:13]2[C:17]3([CH2:18][CH2:19]3)[N:16]([CH2:20][C:21]3[C:26]([C:27]4[CH:28]=[C:29]([C@H:35]5[CH2:36][C@H:37]([CH2:39][OH:40])[CH2:38]5)[CH:30]=[CH:31][C:32]=4[O:33][CH3:34])=[CH:25][CH:24]=[C:23]([C:43]([F:46])([F:45])[F:44])[N:22]=3)[C:15](=[O:47])[O:14]2)[CH:6]=[C:7]([C:9]([F:12])([F:11])[F:10])[CH:8]=1. (2) The product is: [CH2:16]([O:15][CH:4]([CH2:5][C:6]1[CH:7]=[C:8]2[C:12](=[CH:13][CH:14]=1)[N:11]([CH2:22][C:23]1[N:24]=[C:25]([C:29]3[CH:34]=[CH:33][CH:32]=[CH:31][C:30]=3[Cl:35])[O:26][C:27]=1[CH3:28])[CH:10]=[CH:9]2)[C:3]([OH:2])=[O:20])[CH2:17][CH:18]=[CH2:19]. Given the reactants C[O:2][C:3](=[O:20])[CH:4]([O:15][CH2:16][CH2:17][CH:18]=[CH2:19])[CH2:5][C:6]1[CH:7]=[C:8]2[C:12](=[CH:13][CH:14]=1)[NH:11][CH:10]=[CH:9]2.Cl[CH2:22][C:23]1[N:24]=[C:25]([C:29]2[CH:34]=[CH:33][CH:32]=[CH:31][C:30]=2[Cl:35])[O:26][C:27]=1[CH3:28], predict the reaction product. (3) Given the reactants [NH2:1][C:2]1[CH:7]=[C:6]([CH3:8])[CH:5]=[CH:4][C:3]=1[OH:9].[Cl:10][C:11]1[CH:19]=[CH:18][C:17]([N+:20]([O-:22])=[O:21])=[CH:16][C:12]=1[C:13](Cl)=O, predict the reaction product. The product is: [Cl:10][C:11]1[CH:19]=[CH:18][C:17]([N+:20]([O-:22])=[O:21])=[CH:16][C:12]=1[C:13]1[O:9][C:3]2[CH:4]=[CH:5][C:6]([CH3:8])=[CH:7][C:2]=2[N:1]=1. (4) Given the reactants [N+:1]([C:4]1[C:5]([NH2:27])=[N:6][C:7]([N:11]2[C:19]3[C:14](=[CH:15][CH:16]=[CH:17][CH:18]=3)[C:13]([S:20][C:21]3[N:26]=[CH:25][CH:24]=[CH:23][N:22]=3)=[N:12]2)=[N:8][C:9]=1[NH2:10])([O-])=O, predict the reaction product. The product is: [N:22]1[CH:23]=[CH:24][CH:25]=[N:26][C:21]=1[S:20][C:13]1[C:14]2[C:19](=[CH:18][CH:17]=[CH:16][CH:15]=2)[N:11]([C:7]2[N:8]=[C:9]([NH2:10])[C:4]([NH2:1])=[C:5]([NH2:27])[N:6]=2)[N:12]=1. (5) The product is: [C:40](=[O:42])([O:51][CH2:52][C:53]1[O:54][C:55](=[O:59])[O:56][C:57]=1[CH3:58])[O:1][C@@:2]([CH3:38])([C:3](=[O:35])[C@@H:4]([NH:12][C:13](=[O:34])[C@@H:14]([NH:18][C:19](=[O:33])[C@@H:20]([NH:24][C:25]([C:27]1[S:31][C:30]([CH3:32])=[N:29][CH:28]=1)=[O:26])[CH2:21][O:22][CH3:23])[CH2:15][O:16][CH3:17])[CH2:5][C:6]1[CH:7]=[CH:8][CH:9]=[CH:10][CH:11]=1)[CH2:36][I:37]. Given the reactants [OH:1][C@:2]([CH3:38])([CH2:36][I:37])[C:3](=[O:35])[C@@H:4]([NH:12][C:13](=[O:34])[C@@H:14]([NH:18][C:19](=[O:33])[C@@H:20]([NH:24][C:25]([C:27]1[S:31][C:30]([CH3:32])=[N:29][CH:28]=1)=[O:26])[CH2:21][O:22][CH3:23])[CH2:15][O:16][CH3:17])[CH2:5][C:6]1[CH:11]=[CH:10][CH:9]=[CH:8][CH:7]=1.Cl[C:40](Cl)([O:42]C(=O)OC(Cl)(Cl)Cl)Cl.[OH:51][CH2:52][C:53]1[O:54][C:55](=[O:59])[O:56][C:57]=1[CH3:58], predict the reaction product.